From a dataset of Drug-target binding data from BindingDB using IC50 measurements. Regression. Given a target protein amino acid sequence and a drug SMILES string, predict the binding affinity score between them. We predict pIC50 (pIC50 = -log10(IC50 in M); higher means more potent). Dataset: bindingdb_ic50. The compound is CCCOc1ccc2c(c1)C(=Nn1cc(O)n(CCCCN3CCCCC3)c1=O)CCO2. The target protein (O08703) has sequence AVWDWLILLLVIYTAVFTPYSAAFLLKEPEEDAQTADCGYACQPLAVVDLIVDIMFIVDILINFRTTYVNANEEVVSHPGRIAVHYFKGWFLIDMVAAIPFDLLIFGSGSEELIGLLKTARLLRLVRVARKLDRYSEYGAAVLFLLMCTFALIAHWLACIWY. The pIC50 is 6.4.